Dataset: Forward reaction prediction with 1.9M reactions from USPTO patents (1976-2016). Task: Predict the product of the given reaction. (1) Given the reactants [NH2:1][CH2:2][CH2:3][CH2:4][CH2:5][N:6]1[CH2:10][CH2:9][CH2:8][CH2:7]1.[C:11]1([C:17]([C:33]2[CH:38]=[CH:37][CH:36]=[CH:35][CH:34]=2)([C:27]2[CH:32]=[CH:31][CH:30]=[CH:29][CH:28]=2)[N:18]2[C:22]([CH2:23][CH2:24][CH:25]=O)=[CH:21][N:20]=[CH:19]2)[CH:16]=[CH:15][CH:14]=[CH:13][CH:12]=1, predict the reaction product. The product is: [N:6]1([CH2:5][CH2:4][CH2:3][CH2:2][NH:1][CH2:25][CH2:24][CH2:23][C:22]2[N:18]([C:17]([C:33]3[CH:38]=[CH:37][CH:36]=[CH:35][CH:34]=3)([C:27]3[CH:28]=[CH:29][CH:30]=[CH:31][CH:32]=3)[C:11]3[CH:16]=[CH:15][CH:14]=[CH:13][CH:12]=3)[CH:19]=[N:20][CH:21]=2)[CH2:10][CH2:9][CH2:8][CH2:7]1. (2) Given the reactants [F:1][C:2]1[CH:11]=[C:10]([C:12]2[C:17]([CH:18]3[CH2:23][CH2:22][NH:21][CH2:20][CH2:19]3)=[N:16][CH:15]=[CH:14][N:13]=2)[CH:9]=[CH:8][C:3]=1[C:4]([NH:6][CH3:7])=[O:5].Cl[C:25]1[CH:34]=[CH:33][C:32]2[C:27](=[CH:28][CH:29]=[C:30]([F:35])[CH:31]=2)[N:26]=1.CS(C)=O.C(=O)([O-])[O-].[K+].[K+], predict the reaction product. The product is: [F:1][C:2]1[CH:11]=[C:10]([C:12]2[C:17]([CH:18]3[CH2:23][CH2:22][N:21]([C:25]4[CH:34]=[CH:33][C:32]5[C:27](=[CH:28][CH:29]=[C:30]([F:35])[CH:31]=5)[N:26]=4)[CH2:20][CH2:19]3)=[N:16][CH:15]=[CH:14][N:13]=2)[CH:9]=[CH:8][C:3]=1[C:4]([NH:6][CH3:7])=[O:5]. (3) Given the reactants [CH3:1][N:2]1[CH2:7][CH2:6][C:5]2[C:8]([C:11]([O:13]CC)=[O:12])=[CH:9][S:10][C:4]=2[C:3]1=[O:16].[OH-].[Na+].Cl, predict the reaction product. The product is: [CH3:1][N:2]1[CH2:7][CH2:6][C:5]2[C:8]([C:11]([OH:13])=[O:12])=[CH:9][S:10][C:4]=2[C:3]1=[O:16]. (4) Given the reactants [Cl:1][C:2]1[CH:3]=[C:4]([CH:6]=[CH:7][C:8]=1[O:9][C:10]1[CH:15]=[CH:14][C:13]([Cl:16])=[CH:12][CH:11]=1)[NH2:5].[CH2:17]([O:24][CH2:25][C@H:26]([NH:30]C(OC(C)(C)C)=O)[C:27](O)=[O:28])[C:18]1[CH:23]=[CH:22][CH:21]=[CH:20][CH:19]=1, predict the reaction product. The product is: [NH2:30][C@@H:26]([CH2:25][O:24][CH2:17][C:18]1[CH:23]=[CH:22][CH:21]=[CH:20][CH:19]=1)[C:27]([NH:5][C:4]1[CH:6]=[CH:7][C:8]([O:9][C:10]2[CH:15]=[CH:14][C:13]([Cl:16])=[CH:12][CH:11]=2)=[C:2]([Cl:1])[CH:3]=1)=[O:28]. (5) Given the reactants C[O:2][C:3]([C:5]1[S:9][C:8]([N:10]2[C:14]3[CH:15]=[C:16]([O:21][CH3:22])[C:17]([O:19][CH3:20])=[CH:18][C:13]=3[N:12]=[CH:11]2)=[N:7][C:6]=1Br)=[O:4].[O:24]1[C:29]2[CH:30]=[CH:31][C:32](B(O)O)=[CH:33][C:28]=2[O:27][CH2:26][CH2:25]1, predict the reaction product. The product is: [O:24]1[C:29]2[CH:30]=[CH:31][C:32]([C:6]3[N:7]=[C:8]([N:10]4[C:14]5[CH:15]=[C:16]([O:21][CH3:22])[C:17]([O:19][CH3:20])=[CH:18][C:13]=5[N:12]=[CH:11]4)[S:9][C:5]=3[C:3]([OH:2])=[O:4])=[CH:33][C:28]=2[O:27][CH2:26][CH2:25]1. (6) Given the reactants [C:1]1([C:7]2[O:11][N:10]=[C:9]([C:12]([NH:14][CH2:15][CH2:16][CH2:17][CH2:18][C:19]([O:21]C)=[O:20])=[O:13])[CH:8]=2)[CH:6]=[CH:5][CH:4]=[CH:3][CH:2]=1.[OH-].[Li+], predict the reaction product. The product is: [C:1]1([C:7]2[O:11][N:10]=[C:9]([C:12]([NH:14][CH2:15][CH2:16][CH2:17][CH2:18][C:19]([OH:21])=[O:20])=[O:13])[CH:8]=2)[CH:2]=[CH:3][CH:4]=[CH:5][CH:6]=1. (7) Given the reactants C[O:2][CH:3](OC)[CH2:4][N:5]1[CH2:9][CH2:8][CH2:7][S:6]1(=[O:11])=[O:10].Cl, predict the reaction product. The product is: [O:10]=[S:6]1(=[O:11])[CH2:7][CH2:8][CH2:9][N:5]1[CH2:4][CH:3]=[O:2].